This data is from Reaction yield outcomes from USPTO patents with 853,638 reactions. The task is: Predict the reaction yield, written as a fraction of the theoretical maximum amount of product (1.0 means a 100% yield; for example, 0.34 means a 34% yield). The reactants are [O:1]=[C:2]1[C:11]2[C:6](=[CH:7][CH:8]=[CH:9][C:10]=2[C:12]([F:15])([F:14])[F:13])[NH:5][CH:4]=[C:3]1[C:16]([O:18]CC)=[O:17].[OH-].[Na+]. The catalyst is [Pd]. The product is [O:1]=[C:2]1[C:11]2[C:6](=[CH:7][CH:8]=[CH:9][C:10]=2[C:12]([F:15])([F:13])[F:14])[NH:5][CH:4]=[C:3]1[C:16]([OH:18])=[O:17]. The yield is 0.920.